This data is from Peptide-MHC class II binding affinity with 134,281 pairs from IEDB. The task is: Regression. Given a peptide amino acid sequence and an MHC pseudo amino acid sequence, predict their binding affinity value. This is MHC class II binding data. The peptide sequence is AIALDFKPGTSGSPI. The MHC is DRB1_1302 with pseudo-sequence DRB1_1302. The binding affinity (normalized) is 0.205.